From a dataset of Peptide-MHC class I binding affinity with 185,985 pairs from IEDB/IMGT. Regression. Given a peptide amino acid sequence and an MHC pseudo amino acid sequence, predict their binding affinity value. This is MHC class I binding data. (1) The peptide sequence is FAFIDFSKST. The MHC is HLA-A02:06 with pseudo-sequence HLA-A02:06. The binding affinity (normalized) is 0.330. (2) The peptide sequence is GYRSKACDM. The MHC is HLA-B46:01 with pseudo-sequence HLA-B46:01. The binding affinity (normalized) is 0.0847. (3) The peptide sequence is EELEAKQEEA. The MHC is HLA-B45:01 with pseudo-sequence HLA-B45:01. The binding affinity (normalized) is 0.368. (4) The peptide sequence is SVKGLTPSK. The MHC is HLA-A11:01 with pseudo-sequence HLA-A11:01. The binding affinity (normalized) is 0.762.